This data is from Full USPTO retrosynthesis dataset with 1.9M reactions from patents (1976-2016). The task is: Predict the reactants needed to synthesize the given product. (1) The reactants are: [Br:1][C:2]1[N:7]=[C:6]([Cl:8])[C:5]([NH:9][CH3:10])=[C:4]([NH2:11])[CH:3]=1.[C:12](Cl)(=[O:15])[CH2:13][CH3:14].O. Given the product [Br:1][C:2]1[N:7]=[C:6]([Cl:8])[C:5]([NH:9][CH3:10])=[C:4]([NH:11][C:12](=[O:15])[CH2:13][CH3:14])[CH:3]=1, predict the reactants needed to synthesize it. (2) Given the product [CH2:23]([N:10]1[C:11]2[C@@:12]3([CH3:22])[C:19]([CH3:21])([CH3:20])[C@H:15]([CH2:14][CH2:13]3)[C:16]=2[C:17](=[O:18])[N:9]1[C:6]1[CH:5]=[CH:4][C:3]([O:2][CH3:1])=[CH:8][CH:7]=1)[C:24]1[CH:29]=[CH:28][CH:27]=[CH:26][CH:25]=1, predict the reactants needed to synthesize it. The reactants are: [CH3:1][O:2][C:3]1[CH:8]=[CH:7][C:6]([N:9]2[C:17](=[O:18])[C:16]3[C@@H:15]4[C:19]([CH3:21])([CH3:20])[C@@:12]([CH3:22])([CH2:13][CH2:14]4)[C:11]=3[NH:10]2)=[CH:5][CH:4]=1.[CH2:23](Br)[C:24]1[CH:29]=[CH:28][CH:27]=[CH:26][CH:25]=1. (3) Given the product [CH3:14][C:11]1[CH:10]=[C:6]([CH:5]=[C:4]([N:1]2[CH:16]=[C:15]([C:17]3[CH:18]=[N:19][CH:20]=[CH:21][CH:22]=3)[N:3]=[N:2]2)[C:12]=1[CH3:13])[C:7]([OH:9])=[O:8], predict the reactants needed to synthesize it. The reactants are: [N:1]([C:4]1[CH:5]=[C:6]([CH:10]=[C:11]([CH3:14])[C:12]=1[CH3:13])[C:7]([OH:9])=[O:8])=[N+:2]=[N-:3].[C:15]([C:17]1[CH:18]=[N:19][CH:20]=[CH:21][CH:22]=1)#[CH:16]. (4) Given the product [ClH:37].[O:16]=[C:15]1[C:14]2([CH2:17][CH2:18][NH:19][CH2:20][CH2:21]2)[N:13]([C:29]2[CH:30]=[CH:31][CH:32]=[CH:33][CH:34]=2)[CH2:12][N:11]1[CH2:10][C:9]1[CH:8]=[CH:7][C:6]([NH:5][S:2]([CH3:1])(=[O:4])=[O:3])=[CH:36][CH:35]=1, predict the reactants needed to synthesize it. The reactants are: [CH3:1][S:2]([NH:5][C:6]1[CH:36]=[CH:35][C:9]([CH2:10][N:11]2[C:15](=[O:16])[C:14]3([CH2:21][CH2:20][N:19](C(OC(C)(C)C)=O)[CH2:18][CH2:17]3)[N:13]([C:29]3[CH:34]=[CH:33][CH:32]=[CH:31][CH:30]=3)[CH2:12]2)=[CH:8][CH:7]=1)(=[O:4])=[O:3].[ClH:37]. (5) Given the product [Cl:17][C:4]1[CH:5]=[C:6]([N:9]2[CH2:14][CH2:13][N:12]([CH2:15][CH3:16])[CH2:11][CH2:10]2)[CH:7]=[CH:8][C:3]=1[CH2:2][S:25][C:23]1[N:22]=[C:21]([OH:26])[CH:20]=[C:19]([CH3:18])[N:24]=1, predict the reactants needed to synthesize it. The reactants are: Br[CH2:2][C:3]1[CH:8]=[CH:7][C:6]([N:9]2[CH2:14][CH2:13][N:12]([CH2:15][CH3:16])[CH2:11][CH2:10]2)=[CH:5][C:4]=1[Cl:17].[CH3:18][C:19]1[N:24]=[C:23]([SH:25])[N:22]=[C:21]([OH:26])[CH:20]=1.C(N(CC)CC)C. (6) Given the product [NH2:8][C:5]1[CH:6]=[CH:7][C:2]([CH3:1])=[C:3]([N:11]2[CH2:36][CH2:35][C:14]3[N:15]=[C:16]([NH:19][C:20]4[CH:21]=[CH:22][C:23]([C:26]([N:28]5[CH2:29][CH2:30][N:31]([CH3:34])[CH2:32][CH2:33]5)=[O:27])=[CH:24][CH:25]=4)[N:17]=[CH:18][C:13]=3[C:12]2=[O:37])[CH:4]=1, predict the reactants needed to synthesize it. The reactants are: [CH3:1][C:2]1[CH:7]=[CH:6][C:5]([N+:8]([O-])=O)=[CH:4][C:3]=1[N:11]1[CH2:36][CH2:35][C:14]2[N:15]=[C:16]([NH:19][C:20]3[CH:25]=[CH:24][C:23]([C:26]([N:28]4[CH2:33][CH2:32][N:31]([CH3:34])[CH2:30][CH2:29]4)=[O:27])=[CH:22][CH:21]=3)[N:17]=[CH:18][C:13]=2[C:12]1=[O:37].C1COCC1. (7) Given the product [Br:1][C:2]1[C:9]([CH3:10])=[CH:8][C:5]([C:6]([NH2:7])=[O:13])=[C:4]([F:11])[CH:3]=1, predict the reactants needed to synthesize it. The reactants are: [Br:1][C:2]1[C:9]([CH3:10])=[CH:8][C:5]([C:6]#[N:7])=[C:4]([F:11])[CH:3]=1.S(=O)(=O)(O)[OH:13].